This data is from Full USPTO retrosynthesis dataset with 1.9M reactions from patents (1976-2016). The task is: Predict the reactants needed to synthesize the given product. Given the product [CH3:28][O:29][C:30](=[O:39])[CH:31]=[C:32]([N:23]1[C:24]2[C:20](=[CH:19][C:18]([O:17][CH2:16][CH2:15][C:11]3[CH:12]=[CH:13][CH:14]=[C:9]([N:7]([C:6]([O:5][C:1]([CH3:4])([CH3:2])[CH3:3])=[O:27])[CH3:8])[N:10]=3)=[CH:26][CH:25]=2)[CH:21]=[CH:22]1)[C:33]1[CH:34]=[N:35][CH:36]=[CH:37][CH:38]=1, predict the reactants needed to synthesize it. The reactants are: [C:1]([O:5][C:6](=[O:27])[N:7]([C:9]1[CH:14]=[CH:13][CH:12]=[C:11]([CH2:15][CH2:16][O:17][C:18]2[CH:19]=[C:20]3[C:24](=[CH:25][CH:26]=2)[NH:23][CH:22]=[CH:21]3)[N:10]=1)[CH3:8])([CH3:4])([CH3:3])[CH3:2].[CH3:28][O:29][C:30](=[O:39])[C:31]#[C:32][C:33]1[CH:34]=[N:35][CH:36]=[CH:37][CH:38]=1.